This data is from Full USPTO retrosynthesis dataset with 1.9M reactions from patents (1976-2016). The task is: Predict the reactants needed to synthesize the given product. (1) Given the product [N:3]1[C:4]2[CH2:5][C:12](=[O:11])[NH:14][C:20](=[O:16])[C:19]=2[CH:18]=[CH:7][CH:6]=1, predict the reactants needed to synthesize it. The reactants are: C([N:3]([CH2:6][CH3:7])[CH2:4][CH3:5])C.ClC([O:11][CH2:12]C)=O.[NH3:14].Cl.[O:16]1[CH2:20][CH2:19][CH2:18]C1. (2) Given the product [C:23]1([C:2]2[CH:3]=[CH:4][C:5]3[N:6]([C:8]([C:11]([C:13]4[CH:14]=[C:15]5[C:20](=[CH:21][CH:22]=4)[N:19]=[CH:18][CH:17]=[CH:16]5)=[O:12])=[CH:9][N:10]=3)[N:7]=2)[CH:28]=[CH:27][CH:26]=[CH:25][CH:24]=1, predict the reactants needed to synthesize it. The reactants are: Cl[C:2]1[CH:3]=[CH:4][C:5]2[N:6]([C:8]([C:11]([C:13]3[CH:14]=[C:15]4[C:20](=[CH:21][CH:22]=3)[N:19]=[CH:18][CH:17]=[CH:16]4)=[O:12])=[CH:9][N:10]=2)[N:7]=1.[C:23]1(B(O)O)[CH:28]=[CH:27][CH:26]=[CH:25][CH:24]=1.C(=O)([O-])[O-].[Cs+].[Cs+].O1CCOCC1.O. (3) The reactants are: FC(F)(F)C(O)=O.[Cl:8][C:9]1[CH:14]=[C:13]([Cl:15])[CH:12]=[CH:11][C:10]=1[C@H:16]([N:18]1[C:26]2[C:21](=[CH:22][CH:23]=[C:24]([N:27]3[CH2:32][CH2:31][N:30]([C:33]([C@H:35]4[CH2:39][CH2:38][CH2:37][N:36]4C(OC(C)(C)C)=O)=[O:34])[C@H:29]([CH3:47])[CH2:28]3)[CH:25]=2)[CH:20]=[N:19]1)[CH3:17]. Given the product [Cl:8][C:9]1[CH:14]=[C:13]([Cl:15])[CH:12]=[CH:11][C:10]=1[C@H:16]([N:18]1[C:26]2[C:21](=[CH:22][CH:23]=[C:24]([N:27]3[CH2:32][CH2:31][N:30]([C:33]([C@H:35]4[CH2:39][CH2:38][CH2:37][NH:36]4)=[O:34])[C@H:29]([CH3:47])[CH2:28]3)[CH:25]=2)[CH:20]=[N:19]1)[CH3:17], predict the reactants needed to synthesize it. (4) Given the product [C:1]12([CH2:11][O:12][C:13]3[C:25]([CH:26]4[CH2:28][CH2:27]4)=[CH:24][C:16]([C:17]([NH:53][S:50](=[O:52])(=[O:51])[NH:49][CH3:48])=[O:18])=[CH:15][N:14]=3)[CH2:10][CH:5]3[CH2:6][CH:7]([CH2:9][CH:3]([CH2:4]3)[CH2:2]1)[CH2:8]2, predict the reactants needed to synthesize it. The reactants are: [C:1]12([CH2:11][O:12][C:13]3[C:25]([CH:26]4[CH2:28][CH2:27]4)=[CH:24][C:16]([C:17](OC(C)(C)C)=[O:18])=[CH:15][N:14]=3)[CH2:10][CH:5]3[CH2:6][CH:7]([CH2:9][CH:3]([CH2:4]3)[CH2:2]1)[CH2:8]2.FC(F)(F)C(O)=O.C(C1NC=CN=1)(C1NC=CN=1)=O.[CH3:48][NH:49][S:50]([NH2:53])(=[O:52])=[O:51].N1(C2CCCCCCCCCC2)CCCN=CCCCCC1.